Dataset: Forward reaction prediction with 1.9M reactions from USPTO patents (1976-2016). Task: Predict the product of the given reaction. (1) Given the reactants [Si:1]([O:8][CH2:9][C@@H:10]([N:13]([CH2:21][CH:22]=[O:23])[C:14](=[O:20])[O:15][C:16]([CH3:19])([CH3:18])[CH3:17])[CH:11]=[CH2:12])([C:4]([CH3:7])([CH3:6])[CH3:5])([CH3:3])[CH3:2].[C:24]([O:28][CH3:29])(=[O:27])[CH:25]=[CH2:26].N12CCC(CC1)CC2, predict the reaction product. The product is: [C:16]([O:15][C:14]([N:13]([C@@H:10]([CH:11]=[CH2:12])[CH2:9][O:8][Si:1]([C:4]([CH3:7])([CH3:5])[CH3:6])([CH3:3])[CH3:2])[CH2:21][CH:22]([OH:23])[C:25](=[CH2:26])[C:24]([O:28][CH3:29])=[O:27])=[O:20])([CH3:19])([CH3:18])[CH3:17]. (2) Given the reactants [OH:1][CH:2]1[CH2:7][CH2:6][CH:5]([CH2:8][NH:9][C:10]([N:12]2[CH2:16][CH2:15][CH2:14][CH2:13]2)=[O:11])[CH2:4][CH2:3]1.C1N=CN([C:22]([N:24]2C=N[CH:26]=[CH:25]2)=[O:23])C=1.CI.[N:31]1[CH:36]=[CH:35]C=[CH:33][C:32]=1CN, predict the reaction product. The product is: [N:12]1([C:10]([NH:9][CH2:8][CH:5]2[CH2:6][CH2:7][CH:2]([O:1][C:22](=[O:23])[NH:24][CH2:25][C:26]3[CH:35]=[CH:36][N:31]=[CH:32][CH:33]=3)[CH2:3][CH2:4]2)=[O:11])[CH2:16][CH2:15][CH2:14][CH2:13]1. (3) Given the reactants Cl[C:2]1[O:3][C:4]2[CH:10]=[CH:9][CH:8]=[CH:7][C:5]=2[N:6]=1.[NH:11]1[CH2:17][CH2:16][CH2:15][NH:14][CH2:13][CH2:12]1, predict the reaction product. The product is: [N:11]1([C:2]2[O:3][C:4]3[CH:10]=[CH:9][CH:8]=[CH:7][C:5]=3[N:6]=2)[CH2:17][CH2:16][CH2:15][NH:14][CH2:13][CH2:12]1. (4) Given the reactants [C:1]([C:5]1[CH:10]=[CH:9][C:8]([C:11]2[N:15]([CH3:16])[N:14]=[C:13]([C:17](=O)[CH3:18])[C:12]=2[OH:20])=[CH:7][CH:6]=1)([CH3:4])([CH3:3])[CH3:2].[N+:21]([C:24]1[CH:33]=[C:32]([C:34]([NH:36][NH2:37])=[O:35])[CH:31]=[CH:30][C:25]=1[C:26]([O:28][CH3:29])=[O:27])([O-:23])=[O:22], predict the reaction product. The product is: [C:1]([C:5]1[CH:10]=[CH:9][C:8]([C:11]2[N:15]([CH3:16])[N:14]=[C:13]([C:17](=[N:37][NH:36][C:34]([C:32]3[CH:31]=[CH:30][C:25]([C:26]([O:28][CH3:29])=[O:27])=[C:24]([N+:21]([O-:23])=[O:22])[CH:33]=3)=[O:35])[CH3:18])[C:12]=2[OH:20])=[CH:7][CH:6]=1)([CH3:4])([CH3:3])[CH3:2]. (5) Given the reactants [Na+].[C:2]1([C:12]([O:14][CH2:15][C:16]([F:22])([F:21])[S:17]([O-:20])(=[O:19])=[O:18])=[O:13])[C:11]2[C:6](=[CH:7][CH:8]=[CH:9][CH:10]=2)[CH:5]=[CH:4][CH:3]=1.FC(F)(F)S([O-])(=O)=O.[C:31]1([CH:37]([SH+:44][C:45]2[CH:50]=[CH:49][CH:48]=[CH:47][CH:46]=2)[C:38]2[CH:43]=[CH:42][CH:41]=[CH:40][CH:39]=2)[CH:36]=[CH:35][CH:34]=[CH:33][CH:32]=1, predict the reaction product. The product is: [C:38]1([CH:37]([SH+:44][C:45]2[CH:50]=[CH:49][CH:48]=[CH:47][CH:46]=2)[C:31]2[CH:36]=[CH:35][CH:34]=[CH:33][CH:32]=2)[CH:39]=[CH:40][CH:41]=[CH:42][CH:43]=1.[F:22][C:16]([F:21])([S:17]([OH:20])(=[O:19])=[O:18])[CH2:15][O:14][C:12]([C:2]1[C:11]2[C:6](=[CH:7][CH:8]=[CH:9][CH:10]=2)[CH:5]=[CH:4][CH:3]=1)=[O:13]. (6) The product is: [CH:12]1[C:13]2[C:8](=[C:7]([C:14]3[CH:15]=[CH:16][N:17]([CH2:29][CH2:30][NH2:31])[N:18]=3)[CH:6]=[CH:5][CH:4]=2)[CH:9]=[CH:10][N:11]=1. Given the reactants [N+]([C:4]1[CH:5]=[CH:6][C:7]([C:14]2[NH:18][N:17]=[CH:16][CH:15]=2)=[C:8]2[C:13]=1[CH:12]=[N:11][CH:10]=[CH:9]2)([O-])=O.CN(C=O)C.CS(O[CH2:29][CH2:30][NH:31]C(OC(C)(C)C)=O)(=O)=O.Cl.CCO, predict the reaction product. (7) Given the reactants [Br:1][C:2]1[CH:14]=[CH:13][C:12]2[C:11]3[C:6](=[CH:7][CH:8]=[CH:9][CH:10]=3)[C:5](=[O:15])[C:4]=2[CH:3]=1, predict the reaction product. The product is: [C:11]1([C:12]2[CH:4]=[CH:3][CH:2]=[CH:14][CH:13]=2)[CH:6]=[CH:7][CH:8]=[CH:9][C:10]=1[C:5]1([OH:15])[C:4]2[CH:3]=[C:2]([Br:1])[CH:14]=[CH:13][C:12]=2[C:11]2[C:6]1=[CH:7][CH:8]=[CH:9][CH:10]=2. (8) Given the reactants [CH3:1][O:2][C:3]1[CH:8]=[CH:7][C:6](/[CH:9]=[CH:10]/[C:11](OCC)=[O:12])=[CH:5][C:4]=1[O:16][CH2:17][O:18][CH3:19].[OH-].[Na+], predict the reaction product. The product is: [CH3:1][O:2][C:3]1[CH:8]=[CH:7][C:6](/[CH:9]=[CH:10]/[CH2:11][OH:12])=[CH:5][C:4]=1[O:16][CH2:17][O:18][CH3:19]. (9) Given the reactants [NH2:1][C:2]1[CH:3]=[C:4]([C@@H:8]([O:38][Si](CC)(CC)CC)[CH2:9][N:10](C(OC(C)(C)C)=O)[CH2:11][CH2:12][O:13][C:14]2[CH:22]=[C:21]3[C:17]([C:18]([CH3:30])=[N:19][N:20]3C(OC(C)(C)C)=O)=[CH:16][CH:15]=2)[CH:5]=[CH:6][CH:7]=1.[F:46][C:47]1[CH:48]=[C:49]([S:53]([Cl:56])(=[O:55])=[O:54])[CH:50]=[CH:51][CH:52]=1.Cl.O1CCOCC1.CC(OC(OC(OC(C)(C)C)=O)=O)(C)C, predict the reaction product. The product is: [F:46][C:47]1[CH:48]=[C:49]([S:53]([NH:1][C:2]2[CH:7]=[CH:6][CH:5]=[C:4]([C@@H:8]([OH:38])[CH2:9][NH:10][CH2:11][CH2:12][O:13][C:14]3[CH:22]=[C:21]4[C:17]([C:18]([CH3:30])=[N:19][NH:20]4)=[CH:16][CH:15]=3)[CH:3]=2)(=[O:55])=[O:54])[CH:50]=[CH:51][CH:52]=1.[ClH:56]. (10) Given the reactants C([O:3][C:4](=[O:15])[C:5]1[C:10]([S:11][CH3:12])=[CH:9][CH:8]=[C:7]([NH2:13])[C:6]=1[NH2:14])C.[Cl:16][C:17]1[C:22]([Cl:23])=[CH:21][CH:20]=[CH:19][C:18]=1[N:24]=[C:25]=S.Cl.CN(C)CCCN=C=NCC, predict the reaction product. The product is: [Cl:16][C:17]1[C:22]([Cl:23])=[CH:21][CH:20]=[CH:19][C:18]=1[NH:24][C:25]1[NH:14][C:6]2[C:5]([C:4]([OH:3])=[O:15])=[C:10]([S:11][CH3:12])[CH:9]=[CH:8][C:7]=2[N:13]=1.